From a dataset of Forward reaction prediction with 1.9M reactions from USPTO patents (1976-2016). Predict the product of the given reaction. (1) Given the reactants [Cl:1][C:2]1[CH:7]=[CH:6][C:5]([CH2:8][NH:9][N:10]2[C:15](=[O:16])[C:14]3[CH:17]=[CH:18][N:19]=[CH:20][C:13]=3[N:12]=[C:11]2[C:21]2[CH:26]=[CH:25][C:24]([N+:27]([O-])=O)=[C:23]([CH3:30])[CH:22]=2)=[CH:4][CH:3]=1, predict the reaction product. The product is: [NH2:27][C:24]1[CH:25]=[CH:26][C:21]([C:11]2[N:10]([NH:9][CH2:8][C:5]3[CH:6]=[CH:7][C:2]([Cl:1])=[CH:3][CH:4]=3)[C:15](=[O:16])[C:14]3[CH:17]=[CH:18][N:19]=[CH:20][C:13]=3[N:12]=2)=[CH:22][C:23]=1[CH3:30]. (2) Given the reactants [F:1][C:2]1[CH:7]=[C:6]([CH2:8][C:9]([OH:11])=[O:10])[CH:5]=[CH:4][C:3]=1[C:12]1[CH:17]=[CH:16][CH:15]=[CH:14][CH:13]=1, predict the reaction product. The product is: [F:1][C:2]1[CH:7]=[C:6]([CH2:8][C:9]([O:11][CH2:7][CH2:2][CH2:3][CH3:4])=[O:10])[CH:5]=[CH:4][C:3]=1[C:12]1[CH:13]=[CH:14][CH:15]=[CH:16][CH:17]=1.